Dataset: Full USPTO retrosynthesis dataset with 1.9M reactions from patents (1976-2016). Task: Predict the reactants needed to synthesize the given product. (1) The reactants are: C(NC(C)C)(C)C.C([Li])CCC.[CH3:13][O:14][C:15](=[O:29])[CH2:16][C:17]1[CH:22]=[CH:21][C:20]([N:23]2[CH2:28][CH2:27][O:26][CH2:25][CH2:24]2)=[CH:19][CH:18]=1.I[CH2:31][CH:32]1[CH2:36][CH2:35][CH2:34][CH2:33]1. Given the product [CH3:13][O:14][C:15](=[O:29])[CH:16]([C:17]1[CH:18]=[CH:19][C:20]([N:23]2[CH2:28][CH2:27][O:26][CH2:25][CH2:24]2)=[CH:21][CH:22]=1)[CH2:31][CH:32]1[CH2:36][CH2:35][CH2:34][CH2:33]1, predict the reactants needed to synthesize it. (2) Given the product [C:1]([C:3]1[CH:8]=[CH:7][C:6]([O:9][CH2:11][C@@H:12]2[CH2:17][CH2:16][CH2:15][CH2:14][C@H:13]2[NH:18][S:19]([CH2:22][CH3:23])(=[O:21])=[O:20])=[CH:5][CH:4]=1)#[N:2], predict the reactants needed to synthesize it. The reactants are: [C:1]([C:3]1[CH:8]=[CH:7][C:6]([OH:9])=[CH:5][CH:4]=1)#[N:2].O[CH2:11][C@H:12]1[CH2:17][CH2:16][CH2:15][CH2:14][C@@H:13]1[NH:18][S:19]([CH2:22][CH3:23])(=[O:21])=[O:20].C(C=P(CCCC)(CCCC)CCCC)#N.C(OCC)(=O)C. (3) Given the product [Br:34][C:35]1[C:44]([O:17][C@H:18]2[CH2:22][N:21]([C:23]([O:25][C:26]([CH3:27])([CH3:28])[CH3:29])=[O:24])[C@H:20]([C:30]([O:32][CH3:33])=[O:31])[CH2:19]2)=[CH:43][C:42]2[C:37](=[CH:38][CH:39]=[C:40]([O:46][CH3:47])[CH:41]=2)[N:36]=1, predict the reactants needed to synthesize it. The reactants are: C([O-])([O-])=O.[Cs+].[Cs+].BrC1C=CC(S([O:17][C@@H:18]2[CH2:22][N:21]([C:23]([O:25][C:26]([CH3:29])([CH3:28])[CH3:27])=[O:24])[C@H:20]([C:30]([O:32][CH3:33])=[O:31])[CH2:19]2)(=O)=O)=CC=1.[Br:34][C:35]1[C:44](O)=[CH:43][C:42]2[C:37](=[CH:38][CH:39]=[C:40]([O:46][CH3:47])[CH:41]=2)[N:36]=1.